Dataset: Forward reaction prediction with 1.9M reactions from USPTO patents (1976-2016). Task: Predict the product of the given reaction. (1) Given the reactants [CH3:1][CH2:2][C@@H:3]([NH2:7])[C:4]([OH:6])=[O:5], predict the reaction product. The product is: [CH3:1][CH2:2][C@H:3]([NH2:7])[C:4]([OH:6])=[O:5].[CH3:1][CH2:2][C@@H:3]([NH2:7])[C:4]([OH:6])=[O:5]. (2) Given the reactants [F-].C([N+](CCCC)(CCCC)CCCC)CCC.[Si]([O:36][CH2:37][CH2:38][O:39][CH2:40][C@H:41]([O:52][C:53]1[N:58]=[CH:57][N:56]=[C:55]2[N:59]([C:62]3[CH:67]=[CH:66][CH:65]=[C:64]([C:68]#[N:69])[C:63]=3[CH3:70])[N:60]=[CH:61][C:54]=12)[C:42]([NH:44][C:45]1[CH:50]=[CH:49][C:48]([Cl:51])=[CH:47][N:46]=1)=[O:43])(C(C)(C)C)(C1C=CC=CC=1)C1C=CC=CC=1, predict the reaction product. The product is: [Cl:51][C:48]1[CH:49]=[CH:50][C:45]([NH:44][C:42](=[O:43])[C@@H:41]([O:52][C:53]2[N:58]=[CH:57][N:56]=[C:55]3[N:59]([C:62]4[CH:67]=[CH:66][CH:65]=[C:64]([C:68]#[N:69])[C:63]=4[CH3:70])[N:60]=[CH:61][C:54]=23)[CH2:40][O:39][CH2:38][CH2:37][OH:36])=[N:46][CH:47]=1. (3) Given the reactants [C:9](O[C:9]([O:11][C:12]([CH3:15])([CH3:14])[CH3:13])=[O:10])([O:11][C:12]([CH3:15])([CH3:14])[CH3:13])=[O:10].[Br:16][C:17]1[CH:18]=[C:19]([C:29]([F:32])([F:31])[F:30])[C:20]([N:23]2[CH2:28][CH2:27][NH:26][CH2:25][CH2:24]2)=[N:21][CH:22]=1.C(N(C(C)C)CC)(C)C, predict the reaction product. The product is: [C:12]([O:11][C:9]([N:26]1[CH2:27][CH2:28][N:23]([C:20]2[C:19]([C:29]([F:32])([F:30])[F:31])=[CH:18][C:17]([Br:16])=[CH:22][N:21]=2)[CH2:24][CH2:25]1)=[O:10])([CH3:13])([CH3:14])[CH3:15]. (4) Given the reactants [CH3:1]N(C)C(N(C)C)=N.[CH3:9][O:10][C:11](=[O:46])[CH:12](P(OC)(OC)=O)NC(=O)C1C(C)=CC(N2C(NCC3C=CC=C4C=3C=CN4)=NN=N2)=CC=1C.[CH3:47][C:48]1[S:49][CH2:50][C:51]([CH3:55])(C=O)[N:52]=1, predict the reaction product. The product is: [CH3:9][O:10][C:11](=[O:46])[CH:12]=[CH:1][C:50]1[S:49][C:48]([CH3:47])=[N:52][C:51]=1[CH3:55]. (5) The product is: [Br:22][CH2:23][CH2:24][CH2:25][C:26]([C:14]1[CH:13]=[CH:12][C:9]2[CH2:10][CH2:11][N:5]([C:3](=[O:4])[C:2]([F:1])([F:16])[F:17])[CH2:6][CH2:7][C:8]=2[CH:15]=1)=[O:27]. Given the reactants [F:1][C:2]([F:17])([F:16])[C:3]([N:5]1[CH2:11][CH2:10][C:9]2[CH:12]=[CH:13][CH:14]=[CH:15][C:8]=2[CH2:7][CH2:6]1)=[O:4].[Cl-].[Al+3].[Cl-].[Cl-].[Br:22][CH2:23][CH2:24][CH2:25][C:26](Cl)=[O:27], predict the reaction product. (6) Given the reactants [CH2:1]([O:5][P:6]([CH2:13][C:14]1[CH:19]=[CH:18][C:17]([NH2:20])=[CH:16][CH:15]=1)(=[O:12])[O:7][CH2:8][CH2:9][CH2:10][CH3:11])[CH2:2][CH2:3][CH3:4].Cl[C:22]1[N:27]=[C:26]([NH:28][CH2:29][C:30]2[C:31]([N:36]([CH3:41])[S:37]([CH3:40])(=[O:39])=[O:38])=[N:32][CH:33]=[CH:34][CH:35]=2)[C:25]([C:42]([F:45])([F:44])[F:43])=[CH:24][N:23]=1.[C:46]([OH:52])([C:48]([F:51])([F:50])[F:49])=[O:47], predict the reaction product. The product is: [F:49][C:48]([F:51])([F:50])[C:46]([OH:52])=[O:47].[CH2:8]([O:7][P:6]([CH2:13][C:14]1[CH:19]=[CH:18][C:17]([NH:20][C:22]2[N:27]=[C:26]([NH:28][CH2:29][C:30]3[C:31]([N:36]([CH3:41])[S:37]([CH3:40])(=[O:39])=[O:38])=[N:32][CH:33]=[CH:34][CH:35]=3)[C:25]([C:42]([F:43])([F:45])[F:44])=[CH:24][N:23]=2)=[CH:16][CH:15]=1)(=[O:12])[O:5][CH2:1][CH2:2][CH2:3][CH3:4])[CH2:9][CH2:10][CH3:11]. (7) Given the reactants C(N(CC)CC)C.[C:8](Cl)(=[O:12])[CH:9]([CH3:11])[CH3:10].[NH2:14][C:15]1[NH:16][CH:17]=[C:18]([C:23]2[CH:28]=[CH:27][C:26]([N+:29]([O-:31])=[O:30])=[CH:25][CH:24]=2)[C:19]=1[C:20]([NH2:22])=[O:21], predict the reaction product. The product is: [C:8]([NH:14][C:15]1[NH:16][CH:17]=[C:18]([C:23]2[CH:24]=[CH:25][C:26]([N+:29]([O-:31])=[O:30])=[CH:27][CH:28]=2)[C:19]=1[C:20]([NH2:22])=[O:21])(=[O:12])[CH:9]([CH3:11])[CH3:10]. (8) Given the reactants Br[C:2]1[CH:24]=[C:23]([Cl:25])[C:5]([C:6]([C:8]2[C:16]3[C:11](=[C:12]([NH:17][C:18]([CH:20]4[CH2:22][CH2:21]4)=[O:19])[N:13]=[CH:14][CH:15]=3)[NH:10][CH:9]=2)=[O:7])=[C:4]([Cl:26])[CH:3]=1.[N:27]1[CH:32]=[C:31](B(O)O)[CH:30]=[N:29][CH:28]=1.C(=O)([O-])[O-].[K+].[K+], predict the reaction product. The product is: [Cl:25][C:23]1[CH:24]=[C:2]([C:31]2[CH:32]=[N:27][CH:28]=[N:29][CH:30]=2)[CH:3]=[C:4]([Cl:26])[C:5]=1[C:6]([C:8]1[C:16]2[C:11](=[C:12]([NH:17][C:18]([CH:20]3[CH2:22][CH2:21]3)=[O:19])[N:13]=[CH:14][CH:15]=2)[NH:10][CH:9]=1)=[O:7].